This data is from NCI-60 drug combinations with 297,098 pairs across 59 cell lines. The task is: Regression. Given two drug SMILES strings and cell line genomic features, predict the synergy score measuring deviation from expected non-interaction effect. Drug 1: CN(C)N=NC1=C(NC=N1)C(=O)N. Drug 2: CC1=C(C=C(C=C1)C(=O)NC2=CC(=CC(=C2)C(F)(F)F)N3C=C(N=C3)C)NC4=NC=CC(=N4)C5=CN=CC=C5. Cell line: COLO 205. Synergy scores: CSS=-1.48, Synergy_ZIP=0.327, Synergy_Bliss=0.745, Synergy_Loewe=-5.85, Synergy_HSA=-4.29.